The task is: Predict the reaction yield, written as a fraction of the theoretical maximum amount of product (1.0 means a 100% yield; for example, 0.34 means a 34% yield).. This data is from Reaction yield outcomes from USPTO patents with 853,638 reactions. The reactants are [Br:1][C:2]1[CH:3]=[C:4]([S:8](Cl)(=[O:10])=[O:9])[CH:5]=[CH:6][CH:7]=1.[CH3:12][NH2:13]. The catalyst is C1COCC1. The product is [CH3:12][NH:13][S:8]([C:4]1[CH:5]=[CH:6][CH:7]=[C:2]([Br:1])[CH:3]=1)(=[O:10])=[O:9]. The yield is 0.990.